This data is from Peptide-MHC class II binding affinity with 134,281 pairs from IEDB. The task is: Regression. Given a peptide amino acid sequence and an MHC pseudo amino acid sequence, predict their binding affinity value. This is MHC class II binding data. (1) The peptide sequence is QVVLSSMINPLVMST. The MHC is DRB1_1302 with pseudo-sequence DRB1_1302. The binding affinity (normalized) is 0.901. (2) The peptide sequence is RTLNKIVYIKPAKNI. The MHC is DRB1_1001 with pseudo-sequence DRB1_1001. The binding affinity (normalized) is 0.820. (3) The MHC is DRB3_0301 with pseudo-sequence DRB3_0301. The binding affinity (normalized) is 0.352. The peptide sequence is FEVDQTKIQYVIRAQ. (4) The peptide sequence is GLFGGLNWITKVIMG. The MHC is DRB4_0103 with pseudo-sequence DRB4_0103. The binding affinity (normalized) is 0. (5) The peptide sequence is YDKFLANVSTVNTGK. The MHC is DRB3_0202 with pseudo-sequence DRB3_0202. The binding affinity (normalized) is 0.964. (6) The peptide sequence is EKKYFAATQFEPWAA. The MHC is DRB1_1602 with pseudo-sequence DRB1_1602. The binding affinity (normalized) is 0.401. (7) The peptide sequence is PYVSKNPRQAYANYR. The MHC is DRB1_1201 with pseudo-sequence DRB1_1201. The binding affinity (normalized) is 0.165. (8) The peptide sequence is KKTLRLPKMLETEIV. The MHC is HLA-DQA10501-DQB10201 with pseudo-sequence HLA-DQA10501-DQB10201. The binding affinity (normalized) is 0.326. (9) The peptide sequence is GARILTSESQLTITK. The MHC is DRB1_0301 with pseudo-sequence DRB1_0301. The binding affinity (normalized) is 0.401. (10) The peptide sequence is ADAGYAPATPAAAGA. The MHC is DRB3_0202 with pseudo-sequence DRB3_0202. The binding affinity (normalized) is 0.246.